This data is from Full USPTO retrosynthesis dataset with 1.9M reactions from patents (1976-2016). The task is: Predict the reactants needed to synthesize the given product. (1) Given the product [CH3:14][O:9][C:5]1[CH2:4][CH2:3][CH:2]([CH3:1])[CH2:8][CH2:7][N:6]=1, predict the reactants needed to synthesize it. The reactants are: [CH3:1][CH:2]1[CH2:8][CH2:7][NH:6][C:5](=[O:9])[CH2:4][CH2:3]1.S(OC)(O[CH3:14])(=O)=O.[OH-].[K+]. (2) The reactants are: [F:1][C:2]1[CH:3]=[C:4]([CH:29]=[C:30]([N:32]2[CH2:37][CH2:36][CH2:35][CH2:34][CH2:33]2)[CH:31]=1)[C:5]([NH:7][C:8]1[C:17]2[C:12](=[CH:13][CH:14]=[CH:15][CH:16]=2)[C:11]([O:18][C:19]2[CH:24]=[CH:23][N:22]=[C:21](S(C)(=O)=O)[N:20]=2)=[CH:10][CH:9]=1)=[O:6].[N:38]#[C:39][NH2:40]. Given the product [C:39]([NH:40][C:21]1[N:20]=[C:19]([O:18][C:11]2[C:12]3[C:17](=[CH:16][CH:15]=[CH:14][CH:13]=3)[C:8]([NH:7][C:5](=[O:6])[C:4]3[CH:29]=[C:30]([N:32]4[CH2:37][CH2:36][CH2:35][CH2:34][CH2:33]4)[CH:31]=[C:2]([F:1])[CH:3]=3)=[CH:9][CH:10]=2)[CH:24]=[CH:23][N:22]=1)#[N:38], predict the reactants needed to synthesize it.